Dataset: Catalyst prediction with 721,799 reactions and 888 catalyst types from USPTO. Task: Predict which catalyst facilitates the given reaction. Reactant: Cl[C:2]1[CH:7]=[C:6]([Cl:8])[N:5]=[CH:4][N:3]=1.[O:9]([C:16]1[CH:17]=[C:18]([CH:20]=[CH:21][CH:22]=1)[NH2:19])[C:10]1[CH:15]=[CH:14][CH:13]=[CH:12][CH:11]=1.CCN(C(C)C)C(C)C. Product: [Cl:8][C:6]1[N:5]=[CH:4][N:3]=[C:2]([NH:19][C:18]2[CH:20]=[CH:21][CH:22]=[C:16]([O:9][C:10]3[CH:11]=[CH:12][CH:13]=[CH:14][CH:15]=3)[CH:17]=2)[CH:7]=1. The catalyst class is: 51.